Dataset: NCI-60 drug combinations with 297,098 pairs across 59 cell lines. Task: Regression. Given two drug SMILES strings and cell line genomic features, predict the synergy score measuring deviation from expected non-interaction effect. (1) Drug 1: C1CCC(CC1)NC(=O)N(CCCl)N=O. Drug 2: C1=C(C(=O)NC(=O)N1)N(CCCl)CCCl. Cell line: UACC62. Synergy scores: CSS=43.3, Synergy_ZIP=-14.0, Synergy_Bliss=-3.90, Synergy_Loewe=-2.17, Synergy_HSA=0.223. (2) Drug 1: CC1=CC=C(C=C1)C2=CC(=NN2C3=CC=C(C=C3)S(=O)(=O)N)C(F)(F)F. Drug 2: C1=CN(C=N1)CC(O)(P(=O)(O)O)P(=O)(O)O. Cell line: HOP-62. Synergy scores: CSS=4.41, Synergy_ZIP=3.36, Synergy_Bliss=3.68, Synergy_Loewe=1.64, Synergy_HSA=-2.22. (3) Drug 1: CN1CCC(CC1)COC2=C(C=C3C(=C2)N=CN=C3NC4=C(C=C(C=C4)Br)F)OC. Drug 2: C1=NC2=C(N=C(N=C2N1C3C(C(C(O3)CO)O)O)F)N. Cell line: SF-539. Synergy scores: CSS=-1.54, Synergy_ZIP=-1.52, Synergy_Bliss=-5.34, Synergy_Loewe=-15.7, Synergy_HSA=-5.35. (4) Drug 1: CC(C1=C(C=CC(=C1Cl)F)Cl)OC2=C(N=CC(=C2)C3=CN(N=C3)C4CCNCC4)N. Drug 2: CC1=C(C(CCC1)(C)C)C=CC(=CC=CC(=CC(=O)O)C)C. Cell line: T-47D. Synergy scores: CSS=15.7, Synergy_ZIP=-3.16, Synergy_Bliss=5.01, Synergy_Loewe=1.00, Synergy_HSA=3.47. (5) Drug 1: C1CC(=O)NC(=O)C1N2CC3=C(C2=O)C=CC=C3N. Drug 2: CS(=O)(=O)OCCCCOS(=O)(=O)C. Cell line: UACC-257. Synergy scores: CSS=0.843, Synergy_ZIP=3.02, Synergy_Bliss=2.82, Synergy_Loewe=-1.14, Synergy_HSA=-1.98. (6) Drug 1: CC1=C(C=C(C=C1)C(=O)NC2=CC(=CC(=C2)C(F)(F)F)N3C=C(N=C3)C)NC4=NC=CC(=N4)C5=CN=CC=C5. Drug 2: CNC(=O)C1=NC=CC(=C1)OC2=CC=C(C=C2)NC(=O)NC3=CC(=C(C=C3)Cl)C(F)(F)F. Cell line: MDA-MB-435. Synergy scores: CSS=9.22, Synergy_ZIP=-1.89, Synergy_Bliss=-2.82, Synergy_Loewe=2.94, Synergy_HSA=-1.49. (7) Drug 1: CN(C)N=NC1=C(NC=N1)C(=O)N. Drug 2: CC1C(C(CC(O1)OC2CC(OC(C2O)C)OC3=CC4=CC5=C(C(=O)C(C(C5)C(C(=O)C(C(C)O)O)OC)OC6CC(C(C(O6)C)O)OC7CC(C(C(O7)C)O)OC8CC(C(C(O8)C)O)(C)O)C(=C4C(=C3C)O)O)O)O. Cell line: T-47D. Synergy scores: CSS=-0.369, Synergy_ZIP=-0.105, Synergy_Bliss=0.541, Synergy_Loewe=-1.37, Synergy_HSA=-0.854.